Dataset: Forward reaction prediction with 1.9M reactions from USPTO patents (1976-2016). Task: Predict the product of the given reaction. (1) The product is: [CH2:27]([C:21]1[CH:20]=[C:19]([CH:24]=[CH:23][C:22]=1[CH2:25][CH3:26])[CH2:18][C@@H:2]([NH:1][C:49]([N:29]1[CH2:30][CH2:31][CH:32]([N:35]2[CH2:41][CH2:40][C:39]3[CH:42]=[CH:43][CH:44]=[CH:45][C:38]=3[NH:37][C:36]2=[O:46])[CH2:33][CH2:34]1)=[O:50])[C:3]([N:5]1[CH2:10][CH2:9][N:8]([CH:11]2[CH2:16][CH2:15][N:14]([CH3:17])[CH2:13][CH2:12]2)[CH2:7][CH2:6]1)=[O:4])[CH3:28]. Given the reactants [NH2:1][C@H:2]([CH2:18][C:19]1[CH:24]=[CH:23][C:22]([CH2:25][CH3:26])=[C:21]([CH2:27][CH3:28])[CH:20]=1)[C:3]([N:5]1[CH2:10][CH2:9][N:8]([CH:11]2[CH2:16][CH2:15][N:14]([CH3:17])[CH2:13][CH2:12]2)[CH2:7][CH2:6]1)=[O:4].[NH:29]1[CH2:34][CH2:33][CH:32]([N:35]2[CH2:41][CH2:40][C:39]3[CH:42]=[CH:43][CH:44]=[CH:45][C:38]=3[NH:37][C:36]2=[O:46])[CH2:31][CH2:30]1.C1C[O:50][CH2:49]C1, predict the reaction product. (2) Given the reactants F[P-](F)(F)(F)(F)F.Br[P+](N1CCCC1)(N1CCCC1)N1CCCC1.C(N(C(C)C)CC)(C)C.[N:34]1[C:43]2[C:38](=[CH:39][CH:40]=[C:41]([C:44]([OH:46])=O)[CH:42]=2)[CH:37]=[CH:36][CH:35]=1.[CH3:47][O:48][C:49](=[O:58])[C:50]1[CH:55]=[CH:54][C:53]([NH2:56])=[CH:52][C:51]=1[Cl:57], predict the reaction product. The product is: [CH3:47][O:48][C:49](=[O:58])[C:50]1[CH:55]=[CH:54][C:53]([NH:56][C:44]([C:41]2[CH:42]=[C:43]3[C:38]([CH:37]=[CH:36][CH:35]=[N:34]3)=[CH:39][CH:40]=2)=[O:46])=[CH:52][C:51]=1[Cl:57]. (3) The product is: [C:1]([C:5]1[CH:6]=[CH:7][C:8]([C:11]2[NH:12][C:13]([S:16][CH3:20])=[N:14][N:15]=2)=[CH:9][CH:10]=1)([CH3:4])([CH3:2])[CH3:3]. Given the reactants [C:1]([C:5]1[CH:10]=[CH:9][C:8]([C:11]2[NH:15][N:14]=[C:13]([SH:16])[N:12]=2)=[CH:7][CH:6]=1)([CH3:4])([CH3:3])[CH3:2].[OH-].[Na+].I[CH3:20], predict the reaction product. (4) Given the reactants [CH3:1][O:2][C:3]1[CH:50]=[CH:49][C:6]([CH2:7][N:8]([CH2:40][C:41]2[CH:46]=[CH:45][C:44]([O:47][CH3:48])=[CH:43][CH:42]=2)[C:9]2[N:14]=[CH:13][C:12]([C:15]3[C:16]4[CH2:29][CH2:28][N:27]([C:30]5[CH:38]=[CH:37][C:33]([C:34]([OH:36])=O)=[CH:32][C:31]=5[F:39])[C:17]=4[N:18]=[C:19]([N:21]4[CH2:26][CH2:25][O:24][CH2:23][CH2:22]4)[N:20]=3)=[CH:11][N:10]=2)=[CH:5][CH:4]=1.[N:51]1[CH:56]=[CH:55][CH:54]=[C:53]([CH2:57][N:58]2[CH2:63][CH2:62][NH:61][CH2:60][CH2:59]2)[CH:52]=1, predict the reaction product. The product is: [CH3:48][O:47][C:44]1[CH:45]=[CH:46][C:41]([CH2:40][N:8]([CH2:7][C:6]2[CH:49]=[CH:50][C:3]([O:2][CH3:1])=[CH:4][CH:5]=2)[C:9]2[N:10]=[CH:11][C:12]([C:15]3[C:16]4[CH2:29][CH2:28][N:27]([C:30]5[CH:38]=[CH:37][C:33]([C:34]([N:61]6[CH2:62][CH2:63][N:58]([CH2:57][C:53]7[CH:52]=[N:51][CH:56]=[CH:55][CH:54]=7)[CH2:59][CH2:60]6)=[O:36])=[CH:32][C:31]=5[F:39])[C:17]=4[N:18]=[C:19]([N:21]4[CH2:26][CH2:25][O:24][CH2:23][CH2:22]4)[N:20]=3)=[CH:13][N:14]=2)=[CH:42][CH:43]=1.